From a dataset of CYP3A4 substrate classification data from Carbon-Mangels et al.. Regression/Classification. Given a drug SMILES string, predict its absorption, distribution, metabolism, or excretion properties. Task type varies by dataset: regression for continuous measurements (e.g., permeability, clearance, half-life) or binary classification for categorical outcomes (e.g., BBB penetration, CYP inhibition). Dataset: cyp3a4_substrate_carbonmangels. The compound is O=C1C(CC[S@@H](=O)c2ccccc2)C(=O)N(c2ccccc2)N1c1ccccc1. The result is 1 (substrate).